From a dataset of Forward reaction prediction with 1.9M reactions from USPTO patents (1976-2016). Predict the product of the given reaction. (1) Given the reactants [CH3:1][O:2][C:3]1[C:8]2[N:9]=[C:10]([NH:12][C:13](=[O:22])[C:14]3[CH:19]=[CH:18][C:17]([CH2:20][NH2:21])=[CH:16][CH:15]=3)[S:11][C:7]=2[C:6]([N:23]2[CH2:28][CH2:27][O:26][CH2:25][CH2:24]2)=[CH:5][CH:4]=1.[CH:29]1([C:32](Cl)=[O:33])[CH2:31][CH2:30]1, predict the reaction product. The product is: [CH:29]1([C:32]([NH:21][CH2:20][C:17]2[CH:18]=[CH:19][C:14]([C:13]([NH:12][C:10]3[S:11][C:7]4[C:6]([N:23]5[CH2:28][CH2:27][O:26][CH2:25][CH2:24]5)=[CH:5][CH:4]=[C:3]([O:2][CH3:1])[C:8]=4[N:9]=3)=[O:22])=[CH:15][CH:16]=2)=[O:33])[CH2:31][CH2:30]1. (2) Given the reactants [Cl:1][C:2]1[CH:7]=[CH:6][CH:5]=[CH:4][C:3]=1[S:8]([NH:11][C:12]1[C:17](Cl)=[N:16][CH:15]=[CH:14][N:13]=1)(=[O:10])=[O:9].[OH:19][CH2:20][C:21]1[CH:26]=[CH:25][C:24](B(O)O)=[CH:23][CH:22]=1.C(=O)([O-])[O-].[K+].[K+].C1(P(C2C=CC=CC=2)C2C=CC=CC=2)C=CC=CC=1, predict the reaction product. The product is: [Cl:1][C:2]1[CH:7]=[CH:6][CH:5]=[CH:4][C:3]=1[S:8]([NH:11][C:12]1[C:17]([C:24]2[CH:25]=[CH:26][C:21]([CH2:20][OH:19])=[CH:22][CH:23]=2)=[N:16][CH:15]=[CH:14][N:13]=1)(=[O:10])=[O:9]. (3) Given the reactants Cl.[NH2:2][C@@H:3]([C:5]1[C:10]([F:11])=[CH:9][C:8]([NH:12][S:13]([CH3:16])(=[O:15])=[O:14])=[C:7]([CH3:17])[CH:6]=1)[CH3:4].F[P-](F)(F)(F)(F)F.C[N+](C)=C(N(C)C)ON1C2N=CC=CC=2N=N1.[OH:42][C:43]([C:46]1[CH:55]=[CH:54][C:53]2[CH2:52][CH:51]([C:56](O)=[O:57])[CH2:50][CH2:49][C:48]=2[N:47]=1)([CH3:45])[CH3:44].C(N(CC)C(C)C)(C)C, predict the reaction product. The product is: [F:11][C:10]1[CH:9]=[C:8]([NH:12][S:13]([CH3:16])(=[O:15])=[O:14])[C:7]([CH3:17])=[CH:6][C:5]=1[C@H:3]([NH:2][C:56]([CH:51]1[CH2:50][CH2:49][C:48]2[N:47]=[C:46]([C:43]([OH:42])([CH3:44])[CH3:45])[CH:55]=[CH:54][C:53]=2[CH2:52]1)=[O:57])[CH3:4]. (4) Given the reactants Br[CH2:2][C:3]1[C:12]([O:13][CH3:14])=[C:11]([N+:15]([O-:17])=[O:16])[CH:10]=[CH:9][C:4]=1[C:5](OC)=[O:6].C[CH2:19][N:20](CC)CC.CN, predict the reaction product. The product is: [CH3:14][O:13][C:12]1[C:11]([N+:15]([O-:17])=[O:16])=[CH:10][CH:9]=[C:4]2[C:3]=1[CH2:2][N:20]([CH3:19])[C:5]2=[O:6]. (5) Given the reactants Cl[C:2]1[N:3]=[N:4][C:5]([C:14]2[CH:19]=[CH:18][CH:17]=[CH:16][CH:15]=2)=[CH:6][C:7]=1[C:8]1[CH:13]=[CH:12][CH:11]=[CH:10][CH:9]=1.[N:20]1[CH:25]=[CH:24][CH:23]=[N:22][C:21]=1[N:26]1[CH2:31][CH2:30][NH:29][CH2:28][CH2:27]1, predict the reaction product. The product is: [C:8]1([C:7]2[CH:6]=[C:5]([C:14]3[CH:19]=[CH:18][CH:17]=[CH:16][CH:15]=3)[N:4]=[N:3][C:2]=2[N:29]2[CH2:30][CH2:31][N:26]([C:21]3[N:20]=[CH:25][CH:24]=[CH:23][N:22]=3)[CH2:27][CH2:28]2)[CH:13]=[CH:12][CH:11]=[CH:10][CH:9]=1. (6) Given the reactants Cl[C:2]1[N:7]=[C:6]([N:8]([CH3:10])[CH3:9])[C:5]([CH3:11])=[CH:4][N:3]=1.FC(F)(F)C(O)=O.[NH2:19][C@@H:20]1[CH2:25][CH2:24][C@H:23]([NH:26][C:27](=[O:42])[C:28]2[CH:33]=[C:32]([C:34]([F:37])([F:36])[F:35])[CH:31]=[C:30]([C:38]([F:41])([F:40])[F:39])[CH:29]=2)[CH2:22][CH2:21]1.CCN(C(C)C)C(C)C.C(O)(C)(C)C, predict the reaction product. The product is: [CH3:9][N:8]([CH3:10])[C:6]1[C:5]([CH3:11])=[CH:4][N:3]=[C:2]([NH:19][C@@H:20]2[CH2:21][CH2:22][C@H:23]([NH:26][C:27](=[O:42])[C:28]3[CH:33]=[C:32]([C:34]([F:36])([F:37])[F:35])[CH:31]=[C:30]([C:38]([F:39])([F:40])[F:41])[CH:29]=3)[CH2:24][CH2:25]2)[N:7]=1. (7) Given the reactants [Br:1][C:2]1[CH:7]=[CH:6][C:5]([CH2:8][OH:9])=[C:4]([S:10]([CH3:13])(=[O:12])=[O:11])[CH:3]=1.[H-].[Na+].[CH3:16]I.O, predict the reaction product. The product is: [Br:1][C:2]1[CH:7]=[CH:6][C:5]([CH2:8][O:9][CH3:16])=[C:4]([S:10]([CH3:13])(=[O:12])=[O:11])[CH:3]=1.